Dataset: Reaction yield outcomes from USPTO patents with 853,638 reactions. Task: Predict the reaction yield, written as a fraction of the theoretical maximum amount of product (1.0 means a 100% yield; for example, 0.34 means a 34% yield). (1) The reactants are [CH3:1][N:2]1[N:8]=[C:7]([OH:9])[C:5](=[O:6])[N:4]=[C:3]1[S:10][CH2:11][C:12]1[CH2:33][S:32][C@@H:15]2[C@H:16]([NH:19][C:20](/[C:22](/[C:26]3[N:30]=[C:29]([NH2:31])[S:28][CH:27]=3)=[N:23]\[O:24][CH3:25])=[O:21])[C:17](=[O:18])[N:14]2[C:13]=1[C:34]([OH:36])=[O:35].C([O-])(=O)C.[Na+:41]. The catalyst is CC(C)=O.O. The product is [CH3:1][N:2]1[N:8]=[C:7]([OH:9])[C:5](=[O:6])[N:4]=[C:3]1[S:10][CH2:11][C:12]1[CH2:33][S:32][C@@H:15]2[C@H:16]([NH:19][C:20](/[C:22](/[C:26]3[N:30]=[C:29]([NH2:31])[S:28][CH:27]=3)=[N:23]\[O:24][CH3:25])=[O:21])[C:17](=[O:18])[N:14]2[C:13]=1[C:34]([O-:36])=[O:35].[Na+:41]. The yield is 0.570. (2) The reactants are C1(OP([CH2:17][C:18]([O:20][CH2:21][CH3:22])=[O:19])(OC2C=CC=CC=2)=O)C=CC=CC=1.[CH3:23]O.[Cl:25][C:26]1[C:27]([O:36][C:37]2[CH:44]=[C:43]([O:45][CH2:46][CH2:47][O:48][CH3:49])[CH:42]=[CH:41][C:38]=2C=O)=[N:28][CH:29]=[C:30]([C:32]([F:35])([F:34])[F:33])[CH:31]=1.[Cl-].[NH4+]. The catalyst is O1CCCC1.C(OCC)(=O)C. The product is [Cl:25][C:26]1[C:27]([O:36][C:37]2[CH:44]=[C:43]([O:45][CH2:46][CH2:47][O:48][CH3:49])[CH:42]=[CH:41][C:38]=2/[CH:23]=[CH:17]\[C:18]([O:20][CH2:21][CH3:22])=[O:19])=[N:28][CH:29]=[C:30]([C:32]([F:34])([F:33])[F:35])[CH:31]=1. The yield is 0.820.